This data is from Forward reaction prediction with 1.9M reactions from USPTO patents (1976-2016). The task is: Predict the product of the given reaction. (1) Given the reactants Cl[C:2]1[C:7](=[O:8])[N:6]([CH:9]([CH2:13][CH:14]2[CH2:18][CH2:17][CH2:16][CH2:15]2)[C:10]([OH:12])=[O:11])[N:5]=[CH:4][C:3]=1[OH:19].C([O-])=O.[NH4+], predict the reaction product. The product is: [CH:14]1([CH2:13][CH:9]([N:6]2[C:7](=[O:8])[CH:2]=[C:3]([OH:19])[CH:4]=[N:5]2)[C:10]([OH:12])=[O:11])[CH2:18][CH2:17][CH2:16][CH2:15]1. (2) Given the reactants Cl[C:2]1[N:7]=[CH:6][C:5]([CH2:8][C:9]2[CH:10]=[C:11]3[C:16](=[C:17]4[CH:22]=[CH:21][CH:20]=[CH:19][C:18]=24)[N:15]=[CH:14][N:13]([C@@H:23]2[CH2:28][CH2:27][CH2:26][CH2:25][C@H:24]2[OH:29])[C:12]3=[O:30])=[CH:4][CH:3]=1.[CH3:31][N:32](C=O)C, predict the reaction product. The product is: [OH:29][C@@H:24]1[CH2:25][CH2:26][CH2:27][CH2:28][C@H:23]1[N:13]1[C:12](=[O:30])[C:11]2[C:16](=[C:17]3[CH:22]=[CH:21][CH:20]=[CH:19][C:18]3=[C:9]([CH2:8][C:5]3[CH:4]=[CH:3][C:2]([C:31]#[N:32])=[N:7][CH:6]=3)[CH:10]=2)[N:15]=[CH:14]1. (3) Given the reactants C[N:2](C)[CH:3]=[C:4]([C:10]1[CH:11]=[N:12][CH:13]=[C:14]([Br:16])[CH:15]=1)[C:5]([O:7]CC)=O.[NH:18]([C:20]1[CH:25]=[C:24]([N:26]2[CH2:31][CH2:30][CH2:29][CH2:28][CH2:27]2)[N:23]=[CH:22][N:21]=1)N.C1(C)C=CC(S(O)(=O)=O)=CC=1.[ClH:43], predict the reaction product. The product is: [ClH:43].[Br:16][C:14]1[CH:15]=[C:10]([C:4]2[C:5](=[O:7])[N:18]([C:20]3[CH:25]=[C:24]([N:26]4[CH2:27][CH2:28][CH2:29][CH2:30][CH2:31]4)[N:23]=[CH:22][N:21]=3)[NH:2][CH:3]=2)[CH:11]=[N:12][CH:13]=1. (4) The product is: [CH:1]1([C:4]#[C:5][C:6]2[C:15]3[N:14]=[C:13]([NH:16][CH:17]([CH3:22])[C:18]([CH3:21])([CH3:20])[CH3:19])[C:12]4[CH:23]=[CH:24][C:25]([C:37]5[CH:38]=[N:39][NH:40][CH:41]=5)=[CH:26][C:11]=4[C:10]=3[C:9](=[O:28])[NH:8][CH:7]=2)[CH2:3][CH2:2]1. Given the reactants [CH:1]1([C:4]#[C:5][C:6]2[C:15]3[N:14]=[C:13]([NH:16][CH:17]([CH3:22])[C:18]([CH3:21])([CH3:20])[CH3:19])[C:12]4[CH:23]=[CH:24][C:25](Br)=[CH:26][C:11]=4[C:10]=3[C:9](=[O:28])[NH:8][CH:7]=2)[CH2:3][CH2:2]1.CC1(C)C(C)(C)OB([C:37]2[CH:38]=[N:39][NH:40][CH:41]=2)O1.C(=O)([O-])[O-].[Na+].[Na+], predict the reaction product. (5) Given the reactants Cl.[CH3:2][C:3]([NH:18]C=O)([CH3:17])[CH2:4][C:5]1[CH:10]=[CH:9][C:8]([CH2:11][N:12]2[CH2:16][CH2:15][CH2:14][CH2:13]2)=[CH:7][CH:6]=1.[OH-].[Na+], predict the reaction product. The product is: [CH3:17][C:3]([NH2:18])([CH3:2])[CH2:4][C:5]1[CH:10]=[CH:9][C:8]([CH2:11][N:12]2[CH2:16][CH2:15][CH2:14][CH2:13]2)=[CH:7][CH:6]=1. (6) The product is: [CH:23]1([CH2:22][O:21][C:20]2[C:15]3[N:16]([C:12]([C:10]([NH:9][CH2:8][C:5]4[CH:4]=[CH:3][C:2]([N:30]5[CH2:35][CH2:34][CH2:33][CH:32]([C:36]([O:38][CH2:39][CH3:40])=[O:37])[CH2:31]5)=[N:7][CH:6]=4)=[O:11])=[C:13]([CH3:29])[N:14]=3)[CH:17]=[CH:18][CH:19]=2)[CH2:28][CH2:27][CH2:26][CH2:25][CH2:24]1. Given the reactants Cl[C:2]1[N:7]=[CH:6][C:5]([CH2:8][NH:9][C:10]([C:12]2[N:16]3[CH:17]=[CH:18][CH:19]=[C:20]([O:21][CH2:22][CH:23]4[CH2:28][CH2:27][CH2:26][CH2:25][CH2:24]4)[C:15]3=[N:14][C:13]=2[CH3:29])=[O:11])=[CH:4][CH:3]=1.[NH:30]1[CH2:35][CH2:34][CH2:33][CH:32]([C:36]([O:38][CH2:39][CH3:40])=[O:37])[CH2:31]1.[Cl-].[NH4+].C(OCC)(=O)C, predict the reaction product. (7) Given the reactants [CH3:1][CH:2]([CH2:24][CH3:25])[CH2:3][N:4]1[CH2:9][CH2:8][N:7]([CH:10]([CH3:23])[CH2:11][N:12]2C(=O)C3C(=CC=CC=3)C2=O)[CH2:6][CH2:5]1.NN.O.[CH3:29][CH2:30][CH2:31]CCC.CCOC(C)=O, predict the reaction product. The product is: [CH3:1][C:2]1[C:24]([CH3:25])=[CH:31][CH:30]=[CH:29][C:3]=1[N:4]1[CH2:5][CH2:6][N:7]([CH:10]([CH3:23])[CH2:11][NH2:12])[CH2:8][CH2:9]1.